Dataset: Catalyst prediction with 721,799 reactions and 888 catalyst types from USPTO. Task: Predict which catalyst facilitates the given reaction. (1) Reactant: [Li+].CC([N-]C(C)C)C.[CH2:9]([O:11][C:12]([CH:14]1[CH2:19][CH2:18][N:17]([C:20]([O:22][C:23]([CH3:26])([CH3:25])[CH3:24])=[O:21])[CH2:16][CH2:15]1)=[O:13])[CH3:10].Br[CH2:28][CH2:29][CH2:30][O:31][CH3:32]. Product: [CH2:9]([O:11][C:12]([C:14]1([CH2:28][CH2:29][CH2:30][O:31][CH3:32])[CH2:19][CH2:18][N:17]([C:20]([O:22][C:23]([CH3:25])([CH3:24])[CH3:26])=[O:21])[CH2:16][CH2:15]1)=[O:13])[CH3:10]. The catalyst class is: 1. (2) Reactant: [Cl:1][C:2]1[C:3]([Cl:11])=[N:4][CH:5]=[C:6]([CH:10]=1)[C:7](O)=[O:8].C(Cl)(C([Cl:16])=O)=O. Product: [Cl:1][C:2]1[C:3]([Cl:11])=[N:4][CH:5]=[C:6]([CH:10]=1)[C:7]([Cl:16])=[O:8]. The catalyst class is: 3. (3) Product: [Cl:1][C:2]1[C:10]2[C:9]([NH:13][NH2:14])=[N:8][CH:7]=[N:6][C:5]=2[S:4][CH:3]=1. Reactant: [Cl:1][C:2]1[C:10]2[C:9](Cl)=[N:8][CH:7]=[N:6][C:5]=2[S:4][CH:3]=1.O.[NH2:13][NH2:14]. The catalyst class is: 8. (4) Reactant: [Cl:1][C:2]1[C:3]2[C:7]([CH:8]=[C:9]([CH3:11])[CH:10]=1)=[N:6][N:5]1[C:12]([CH:17]3[CH2:22][CH2:21][N:20](C(OC(C)(C)C)=O)[CH2:19][CH2:18]3)=[CH:13][C:14](=[O:16])[NH:15][C:4]=21.Cl. Product: [ClH:1].[Cl:1][C:2]1[C:3]2[C:7]([CH:8]=[C:9]([CH3:11])[CH:10]=1)=[N:6][N:5]1[C:12]([CH:17]3[CH2:18][CH2:19][NH:20][CH2:21][CH2:22]3)=[CH:13][C:14](=[O:16])[NH:15][C:4]=21. The catalyst class is: 12.